The task is: Predict the product of the given reaction.. This data is from Forward reaction prediction with 1.9M reactions from USPTO patents (1976-2016). Given the reactants [CH3:1][O:2][C:3]1[CH:4]=[CH:5][C:6]2[C:12](=[CH2:13])[CH2:11][N:10](C(=O)C(F)(F)F)[CH2:9][CH2:8][C:7]=2[N:20]=1.C([O-])([O-])=O.[K+].[K+], predict the reaction product. The product is: [CH3:1][O:2][C:3]1[CH:4]=[CH:5][C:6]2[C:12](=[CH2:13])[CH2:11][NH:10][CH2:9][CH2:8][C:7]=2[N:20]=1.